This data is from Forward reaction prediction with 1.9M reactions from USPTO patents (1976-2016). The task is: Predict the product of the given reaction. (1) Given the reactants [F:1][C:2]1[CH:38]=[CH:37][C:5]([CH2:6][C@@H:7]2[CH2:12][CH2:11][CH2:10][N:9]([C:13]([C@H:15]3[C@H:20]([NH:21][C:22]([NH:24][C:25]4[CH:30]=[CH:29][CH:28]=[C:27]([C:31]5[N:35]([CH3:36])[N:34]=[N:33][N:32]=5)[CH:26]=4)=[O:23])[CH2:19][CH2:18][NH:17][CH2:16]3)=[O:14])[CH2:8]2)=[CH:4][CH:3]=1.C(N(CC)CC)C.[CH3:46][S:47](Cl)(=[O:49])=[O:48], predict the reaction product. The product is: [F:1][C:2]1[CH:38]=[CH:37][C:5]([CH2:6][C@@H:7]2[CH2:12][CH2:11][CH2:10][N:9]([C:13]([C@H:15]3[C@H:20]([NH:21][C:22]([NH:24][C:25]4[CH:30]=[CH:29][CH:28]=[C:27]([C:31]5[N:35]([CH3:36])[N:34]=[N:33][N:32]=5)[CH:26]=4)=[O:23])[CH2:19][CH2:18][N:17]([S:47]([CH3:46])(=[O:49])=[O:48])[CH2:16]3)=[O:14])[CH2:8]2)=[CH:4][CH:3]=1. (2) Given the reactants [OH:1][CH:2]1[CH2:6][CH2:5][N:4]([C:7]([C:9]2[CH:14]=[C:13]([S:15]([CH3:18])(=[O:17])=[O:16])[CH:12]=[CH:11][C:10]=2[O:19][CH:20]([CH3:22])[CH3:21])=[O:8])[CH2:3]1.O[C:24]1[CH:25]=[CH:26][C:27]([N+:34]([O-:36])=[O:35])=[C:28]([C:30]([F:33])([F:32])[F:31])[CH:29]=1, predict the reaction product. The product is: [CH:20]([O:19][C:10]1[CH:11]=[CH:12][C:13]([S:15]([CH3:18])(=[O:17])=[O:16])=[CH:14][C:9]=1[C:7]([N:4]1[CH2:5][CH2:6][CH:2]([O:1][C:24]2[CH:25]=[CH:26][C:27]([N+:34]([O-:36])=[O:35])=[C:28]([C:30]([F:31])([F:33])[F:32])[CH:29]=2)[CH2:3]1)=[O:8])([CH3:22])[CH3:21]. (3) Given the reactants [OH-].[Ca+2:2].[OH-].[NH3:4].C(=O)=O.[C:8](=[O:11])([O-:10])[O-:9].[NH4+].[NH4+].[S:14]([O-:18])([O-:17])(=[O:16])=[O:15].[Ca+2], predict the reaction product. The product is: [C:8](=[O:9])([O-:11])[O-:10].[Ca+2:2].[S:14]([O-:18])([O-:17])(=[O:16])=[O:15].[NH4+:4].[NH4+:4]. (4) Given the reactants Cl[C:2]1[N:7]=[C:6]([CH2:8][OH:9])[C:5]([O:10][C:11]2[CH:16]=[CH:15][CH:14]=[CH:13][CH:12]=2)=[CH:4][CH:3]=1, predict the reaction product. The product is: [O:10]([C:5]1[C:6]([CH2:8][OH:9])=[N:7][CH:2]=[CH:3][CH:4]=1)[C:11]1[CH:12]=[CH:13][CH:14]=[CH:15][CH:16]=1. (5) Given the reactants [C:1]([O:5][C:6]([N:8]1[CH2:12][CH2:11][C@H:10]([NH:13][C:14]2[CH:19]=[CH:18][C:17]([NH2:20])=[CH:16][N:15]=2)C1)=[O:7])([CH3:4])([CH3:3])[CH3:2].[C:21](OC(=O)N)(C)(C)C, predict the reaction product. The product is: [C:1]([O:5][C:6](=[O:7])[NH:8][C@@H:12]1[CH2:11][CH2:10][N:13]([C:14]2[CH:19]=[CH:18][C:17]([NH2:20])=[CH:16][N:15]=2)[CH2:21]1)([CH3:2])([CH3:3])[CH3:4].